This data is from Catalyst prediction with 721,799 reactions and 888 catalyst types from USPTO. The task is: Predict which catalyst facilitates the given reaction. (1) Reactant: [C:1]([O:5][C:6]([N:8]1[CH2:13][CH2:12][CH:11]([C:14]([OH:16])=O)[CH2:10][CH2:9]1)=[O:7])([CH3:4])([CH3:3])[CH3:2].[C:17]1([CH2:23][CH2:24][CH2:25][CH:26]([NH:36][C:37](=[O:47])[C@H:38]([CH2:40][C:41]2[CH:42]=[N:43][CH:44]=[CH:45][CH:46]=2)[NH2:39])[CH2:27][CH2:28][CH2:29][C:30]2[CH:35]=[CH:34][CH:33]=[CH:32][CH:31]=2)[CH:22]=[CH:21][CH:20]=[CH:19][CH:18]=1.C(N(CC)C(C)C)(C)C.C1CN([P+](ON2N=NC3C=CC=CC2=3)(N2CCCC2)N2CCCC2)CC1.F[P-](F)(F)(F)(F)F. Product: [C:30]1([CH2:29][CH2:28][CH2:27][CH:26]([NH:36][C:37](=[O:47])[C@H:38]([CH2:40][C:41]2[CH:42]=[N:43][CH:44]=[CH:45][CH:46]=2)[NH:39][C:14]([CH:11]2[CH2:10][CH2:9][N:8]([C:6]([O:5][C:1]([CH3:2])([CH3:3])[CH3:4])=[O:7])[CH2:13][CH2:12]2)=[O:16])[CH2:25][CH2:24][CH2:23][C:17]2[CH:18]=[CH:19][CH:20]=[CH:21][CH:22]=2)[CH:35]=[CH:34][CH:33]=[CH:32][CH:31]=1. The catalyst class is: 2. (2) Product: [CH3:67][O:68][C:69](=[O:70])[C@@H:71]([NH:34][C:36](=[O:40])[C@@H:17]([NH:16][C:14](=[O:15])[C@@H:13]([NH:25][C:26]([O:28][C:29]([CH3:32])([CH3:30])[CH3:31])=[O:27])[CH2:12][C:9]1[CH:8]=[CH:7][C:6]([O:5][CH2:1][CH2:2][CH:3]=[CH2:4])=[CH:11][CH:10]=1)[CH2:21][CH:22]([CH3:24])[CH3:23])[CH2:62][CH:60]=[CH2:61]. Reactant: [CH2:1]([O:5][C:6]1[CH:11]=[CH:10][C:9]([CH2:12][C@H:13]([NH:25][C:26]([O:28][C:29]([CH3:32])([CH3:31])[CH3:30])=[O:27])[C:14]([NH:16][C@@H:17]([CH2:21][CH:22]([CH3:24])[CH3:23])C(O)=O)=[O:15])=[CH:8][CH:7]=1)[CH2:2][CH:3]=[CH2:4].C[N:34]([C:36]([O:40]N1N=NC2C=CC=NC1=2)=[N+](C)C)C.F[P-](F)(F)(F)(F)F.CCN(C(C)C)[CH:60]([CH3:62])[CH3:61].C[CH2:67][O:68][C:69]([CH3:71])=[O:70]. The catalyst class is: 3. (3) Reactant: [CH3:1][N:2]([CH:6]1[CH2:11][CH2:10][N:9]([C:12]2[C:13]([C:26]3[CH:31]=[CH:30][CH:29]=[CH:28][CH:27]=3)=[N:14][C:15]3[C:20]([N:21]=2)=[CH:19][C:18]([C:22]([O:24]C)=[O:23])=[CH:17][CH:16]=3)[CH2:8][CH2:7]1)[C:3](=[O:5])[CH3:4].ClCCl.[OH-].[Na+]. Product: [CH3:1][N:2]([CH:6]1[CH2:7][CH2:8][N:9]([C:12]2[C:13]([C:26]3[CH:27]=[CH:28][CH:29]=[CH:30][CH:31]=3)=[N:14][C:15]3[C:20]([N:21]=2)=[CH:19][C:18]([C:22]([OH:24])=[O:23])=[CH:17][CH:16]=3)[CH2:10][CH2:11]1)[C:3](=[O:5])[CH3:4]. The catalyst class is: 24. (4) Reactant: [CH2:1]([O:3][C:4](=[O:15])[CH2:5][CH2:6][C:7]1[CH:12]=[CH:11][C:10]([NH:13][NH2:14])=[CH:9][CH:8]=1)[CH3:2].[CH3:16][C:17]([CH3:24])([CH3:23])[C:18](=O)[CH2:19][C:20]#[N:21]. Product: [C:17]([C:18]1[CH:19]=[C:20]([NH2:21])[N:13]([C:10]2[CH:11]=[CH:12][C:7]([CH2:6][CH2:5][C:4]([O:3][CH2:1][CH3:2])=[O:15])=[CH:8][CH:9]=2)[N:14]=1)([CH3:24])([CH3:23])[CH3:16]. The catalyst class is: 14. (5) Reactant: [C:1]([C:5]1[CH:9]=[C:8]([NH2:10])[N:7]([C:11]2[C:16]([C:17]3[CH:22]=[CH:21][CH:20]=[CH:19][CH:18]=3)=[C:15]([C:23]3[CH:28]=[CH:27][CH:26]=[CH:25][CH:24]=3)[N:14]=[C:13]([C:29]([F:32])([F:31])[F:30])[N:12]=2)[N:6]=1)([CH3:4])([CH3:3])[CH3:2].[Cl:33][C:34]1[CH:39]=[CH:38][CH:37]=[C:36]([Cl:40])[C:35]=1[N:41]=[C:42]=[O:43].C(N(CC)CC)C.O. Product: [Cl:33][C:34]1[CH:39]=[CH:38][CH:37]=[C:36]([Cl:40])[C:35]=1[NH:41][C:42]([NH:10][C:8]1[N:7]([C:11]2[C:16]([C:17]3[CH:22]=[CH:21][CH:20]=[CH:19][CH:18]=3)=[C:15]([C:23]3[CH:28]=[CH:27][CH:26]=[CH:25][CH:24]=3)[N:14]=[C:13]([C:29]([F:30])([F:32])[F:31])[N:12]=2)[N:6]=[C:5]([C:1]([CH3:4])([CH3:2])[CH3:3])[CH:9]=1)=[O:43]. The catalyst class is: 4.